This data is from Full USPTO retrosynthesis dataset with 1.9M reactions from patents (1976-2016). The task is: Predict the reactants needed to synthesize the given product. (1) Given the product [C:25]1([CH3:35])[CH:30]=[CH:29][C:28]([S:31]([O:1][CH:2]([C:15]2[CH:16]=[CH:17][C:18]([C:21]([CH3:24])([CH3:23])[CH3:22])=[CH:19][CH:20]=2)[CH2:3][O:4][C:5]2[C:14]3[C:9](=[CH:10][CH:11]=[CH:12][CH:13]=3)[N:8]=[CH:7][N:6]=2)(=[O:33])=[O:32])=[CH:27][CH:26]=1, predict the reactants needed to synthesize it. The reactants are: [OH:1][CH:2]([C:15]1[CH:20]=[CH:19][C:18]([C:21]([CH3:24])([CH3:23])[CH3:22])=[CH:17][CH:16]=1)[CH2:3][O:4][C:5]1[C:14]2[C:9](=[CH:10][CH:11]=[CH:12][CH:13]=2)[N:8]=[CH:7][N:6]=1.[C:25]1([CH3:35])[CH:30]=[CH:29][C:28]([S:31](Cl)(=[O:33])=[O:32])=[CH:27][CH:26]=1. (2) Given the product [O:20]=[C:21]1[N:27]([CH:28]2[CH2:33][CH2:32][N:31]([C:34]([O:36][C@H:37]([CH2:38][C:39]3[CH:44]=[C:43]([CH3:45])[C:42]([O:46][CH2:47][C:48]4[CH:53]=[CH:52][CH:51]=[CH:50][CH:49]=4)=[C:41]([CH3:54])[CH:40]=3)[C:55]([N:17]3[CH2:16][CH2:15][CH:14]([N:1]4[CH2:2][CH2:3][CH:4]([O:7][CH2:8][C:9]([O:11][CH2:12][CH3:13])=[O:10])[CH2:5][CH2:6]4)[CH2:19][CH2:18]3)=[O:56])=[O:35])[CH2:30][CH2:29]2)[CH2:26][CH2:25][C:24]2[CH:58]=[CH:59][CH:60]=[CH:61][C:23]=2[NH:22]1, predict the reactants needed to synthesize it. The reactants are: [N:1]1([CH:14]2[CH2:19][CH2:18][NH:17][CH2:16][CH2:15]2)[CH2:6][CH2:5][CH:4]([O:7][CH2:8][C:9]([O:11][CH2:12][CH3:13])=[O:10])[CH2:3][CH2:2]1.[O:20]=[C:21]1[N:27]([CH:28]2[CH2:33][CH2:32][N:31]([C:34]([O:36][C@@H:37]([C:55](O)=[O:56])[CH2:38][C:39]3[CH:44]=[C:43]([CH3:45])[C:42]([O:46][CH2:47][C:48]4[CH:53]=[CH:52][CH:51]=[CH:50][CH:49]=4)=[C:41]([CH3:54])[CH:40]=3)=[O:35])[CH2:30][CH2:29]2)[CH2:26][CH2:25][C:24]2[CH:58]=[CH:59][CH:60]=[CH:61][C:23]=2[NH:22]1.CN(C(ON1N=NC2C=CC=CC1=2)=[N+](C)C)C.[B-](F)(F)(F)F.C(N(CC)CC)C.C([O-])(O)=O.[Na+].